This data is from Catalyst prediction with 721,799 reactions and 888 catalyst types from USPTO. The task is: Predict which catalyst facilitates the given reaction. Reactant: [Br:1][C:2]1[CH:7]=[CH:6][C:5]([O:8]C)=[CH:4][C:3]=1[CH2:10][C:11]#[N:12].B(Br)(Br)Br. The catalyst class is: 2. Product: [Br:1][C:2]1[CH:7]=[CH:6][C:5]([OH:8])=[CH:4][C:3]=1[CH2:10][C:11]#[N:12].